Task: Predict which catalyst facilitates the given reaction.. Dataset: Catalyst prediction with 721,799 reactions and 888 catalyst types from USPTO (1) Reactant: [C:1]([O:4][C:5]1[CH:16]=[CH:15][C:8]2[N:9]=[C:10]([CH3:14])[O:11][C:12](=[O:13])[C:7]=2[CH:6]=1)(=[O:3])[CH3:2].[N-:17]=[N+:18]=[N-:19].[Na+]. Product: [C:1]([O:4][C:5]1[CH:16]=[CH:15][C:8]([N:9]2[C:10]([CH3:14])=[N:19][N:18]=[N:17]2)=[C:7]([CH:6]=1)[C:12]([OH:11])=[O:13])(=[O:3])[CH3:2]. The catalyst class is: 15. (2) Reactant: [NH2:1][C:2]1[CH:6]=[CH:5][O:4][N:3]=1.[C:7](O[C:7]([O:9][C:10]([CH3:13])([CH3:12])[CH3:11])=[O:8])([O:9][C:10]([CH3:13])([CH3:12])[CH3:11])=[O:8]. Product: [C:10]([O:9][C:7]([NH:1][C:2]1[CH:6]=[CH:5][O:4][N:3]=1)=[O:8])([CH3:13])([CH3:12])[CH3:11]. The catalyst class is: 341.